Dataset: Catalyst prediction with 721,799 reactions and 888 catalyst types from USPTO. Task: Predict which catalyst facilitates the given reaction. (1) Product: [O:51]=[C:33]1[C:34]2[C:35](=[CH:47][CH:48]=[CH:49][CH:50]=2)[C:36](=[O:46])[N:37]1[C:38]1[CH:43]=[C:42]([CH2:44][N:6]2[C:5]([C:12]([C:14]3[CH:15]=[C:16]([CH:21]=[CH:22][C:23]#[N:24])[CH:17]=[C:18]([CH3:20])[CH:19]=3)=[O:13])=[C:4]([CH:1]([CH3:3])[CH3:2])[C:9](=[O:10])[NH:8][C:7]2=[O:11])[CH:41]=[CH:40][N:39]=1. The catalyst class is: 3. Reactant: [CH:1]([C:4]1[C:9](=[O:10])[NH:8][C:7](=[O:11])[NH:6][C:5]=1[C:12]([C:14]1[CH:15]=[C:16]([CH:21]=[CH:22][C:23]#[N:24])[CH:17]=[C:18]([CH3:20])[CH:19]=1)=[O:13])([CH3:3])[CH3:2].C(=O)([O-])[O-].[K+].[K+].[I-].[Li+].[C:33]1(=[O:51])[N:37]([C:38]2[CH:43]=[C:42]([CH2:44]Cl)[CH:41]=[CH:40][N:39]=2)[C:36](=[O:46])[C:35]2=[CH:47][CH:48]=[CH:49][CH:50]=[C:34]12. (2) Reactant: [CH2:1]([O:8][C:9]([N:11]1[CH2:16][CH2:15][N:14]([C:17]([O:19][C:20]([CH3:23])([CH3:22])[CH3:21])=[O:18])[C@H:13]([C:24](O)=[O:25])[CH2:12]1)=[O:10])[C:2]1[CH:7]=[CH:6][CH:5]=[CH:4][CH:3]=1.[F:27][C:28]1[CH:41]=[CH:40][C:31]([O:32][C:33]2[CH:39]=[CH:38][C:36]([NH2:37])=[CH:35][CH:34]=2)=[CH:30][CH:29]=1.CCN(C(C)C)C(C)C.CN(C(ON1N=NC2C=CC=NC1=2)=[N+](C)C)C.F[P-](F)(F)(F)(F)F. The catalyst class is: 3. Product: [F:27][C:28]1[CH:41]=[CH:40][C:31]([O:32][C:33]2[CH:39]=[CH:38][C:36]([NH:37][C:24]([C@@H:13]3[CH2:12][N:11]([C:9]([O:8][CH2:1][C:2]4[CH:3]=[CH:4][CH:5]=[CH:6][CH:7]=4)=[O:10])[CH2:16][CH2:15][N:14]3[C:17]([O:19][C:20]([CH3:23])([CH3:22])[CH3:21])=[O:18])=[O:25])=[CH:35][CH:34]=2)=[CH:30][CH:29]=1.